This data is from Reaction yield outcomes from USPTO patents with 853,638 reactions. The task is: Predict the reaction yield, written as a fraction of the theoretical maximum amount of product (1.0 means a 100% yield; for example, 0.34 means a 34% yield). (1) The reactants are [OH-].[Na+].CO[C:5]1[CH:15]=[CH:14][C:13]([O:16][CH3:17])=[CH:12][C:6]=1[CH:7]=[CH:8][C:9]([OH:11])=[O:10].Cl[CH:19](Cl)[CH3:20].B(Br)(Br)Br. No catalyst specified. The product is [CH2:17]([O:16][C:13]1[CH:12]=[C:6]2[C:5](=[CH:15][CH:14]=1)[O:11][C:9](=[O:10])[CH:8]=[CH:7]2)[C:20]1[CH:19]=[CH:7][CH:6]=[CH:5][CH:15]=1. The yield is 1.27. (2) The reactants are [CH3:1][O:2][C:3]([C:5]1[C:6]2[CH:7]=[N:8][NH:9][C:10]=2[CH:11]=[CH:12][CH:13]=1)=[O:4].[CH2:14](I)[CH2:15][CH2:16][CH3:17]. No catalyst specified. The product is [CH3:1][O:2][C:3]([C:5]1[C:6]2[CH:7]=[N:8][N:9]([CH2:14][CH2:15][CH2:16][CH3:17])[C:10]=2[CH:11]=[CH:12][CH:13]=1)=[O:4]. The yield is 0.360. (3) The reactants are O=[C:2]([CH2:8][C:9](=O)[CH3:10])[C:3]([O:5][CH2:6][CH3:7])=[O:4].[CH:12]([NH:15][NH2:16])([CH3:14])[CH3:13]. The catalyst is C(O)(=O)C. The product is [CH:12]([N:15]1[C:9]([CH3:10])=[CH:8][C:2]([C:3]([O:5][CH2:6][CH3:7])=[O:4])=[N:16]1)([CH3:14])[CH3:13]. The yield is 0.310. (4) The reactants are F[C:2]1[CH:3]=[C:4]([CH:8]=[CH:9][C:10]=1[N+:11]([O-:13])=[O:12])[C:5]([OH:7])=[O:6].[CH:14]1([NH2:20])[CH2:19][CH2:18][CH2:17][CH2:16][CH2:15]1. The catalyst is CN1C(=O)CCC1. The product is [CH:14]1([NH:20][C:2]2[CH:3]=[C:4]([CH:8]=[CH:9][C:10]=2[N+:11]([O-:13])=[O:12])[C:5]([OH:7])=[O:6])[CH2:19][CH2:18][CH2:17][CH2:16][CH2:15]1. The yield is 1.00.